Dataset: Forward reaction prediction with 1.9M reactions from USPTO patents (1976-2016). Task: Predict the product of the given reaction. (1) The product is: [CH2:1]([C:3]1[CH:8]=[CH:7][CH:6]=[CH:5][C:4]=1[N:9]=[C:10]=[O:11])[CH3:2]. Given the reactants [CH2:1]([C:3]1[CH:8]=[CH:7][CH:6]=[CH:5][C:4]=1[NH:9][C:10](NC1C=C2C(=CC=1)N(CCC)NC2=O)=[O:11])[CH3:2].C(N1C2C(=CC([N+]([O-])=O)=CC=2)C(=O)N1)C=C, predict the reaction product. (2) Given the reactants C1([NH:7][C:8]2[CH:13]=[CH:12][C:11]([C:14]3[CH:26]=[CH:25][C:17]([NH:18][C:19]4[CH:24]=[CH:23][CH:22]=[CH:21][CH:20]=4)=[CH:16][CH:15]=3)=[CH:10][CH:9]=2)C=CC=CC=1.I[C:28]1[CH:33]=[CH:32][CH:31]=[CH:30][CH:29]=1.CO[C:36]1[CH:41]=[CH:40][C:39](I)=[CH:38][CH:37]=1.[C:43](=[O:46])([O-])[O-].[K+].[K+], predict the reaction product. The product is: [C:28]1([C:16]2[C:17]([N:18]([C:36]3[CH:37]=[CH:38][CH:39]=[CH:40][CH:41]=3)[C:19]3[CH:24]=[CH:23][CH:22]=[CH:21][CH:20]=3)=[C:25]([O:46][CH3:43])[C:26]([C:8]3[CH:13]=[CH:12][CH:11]=[CH:10][CH:9]=3)=[C:14]([C:11]3[CH:12]=[CH:13][C:8]([NH2:7])=[CH:9][CH:10]=3)[CH:15]=2)[CH:33]=[CH:32][CH:31]=[CH:30][CH:29]=1.